This data is from Reaction yield outcomes from USPTO patents with 853,638 reactions. The task is: Predict the reaction yield, written as a fraction of the theoretical maximum amount of product (1.0 means a 100% yield; for example, 0.34 means a 34% yield). (1) The reactants are [NH2:1][C:2]([NH:4][N:5]=[C:6]([C:9]1[CH:14]=[CH:13][CH:12]=[CH:11][CH:10]=1)[CH:7]=O)=[O:3]. The catalyst is C(O)(=O)C. The product is [C:9]1([C:6]2[CH:7]=[N:1][C:2](=[O:3])[NH:4][N:5]=2)[CH:14]=[CH:13][CH:12]=[CH:11][CH:10]=1. The yield is 0.901. (2) The reactants are [S:1]1[CH:5]=[CH:4][CH:3]=[C:2]1[S:6]([NH:9][C:10]1[CH:11]=[C:12]([O:24][C:25]([F:28])([F:27])[F:26])[CH:13]=[C:14]2[C:18]=1[NH:17][C:16]([C:19]([O:21][CH2:22][CH3:23])=[O:20])=[CH:15]2)(=[O:8])=[O:7].[C:29](=O)([O-])[O-].[K+].[K+].CI.C(O)(=O)CC(CC(O)=O)(C(O)=O)O. The catalyst is CN(C)C=O. The product is [CH3:29][N:9]([S:6]([C:2]1[S:1][CH:5]=[CH:4][CH:3]=1)(=[O:7])=[O:8])[C:10]1[CH:11]=[C:12]([O:24][C:25]([F:27])([F:28])[F:26])[CH:13]=[C:14]2[C:18]=1[NH:17][C:16]([C:19]([O:21][CH2:22][CH3:23])=[O:20])=[CH:15]2. The yield is 0.660.